From a dataset of Reaction yield outcomes from USPTO patents with 853,638 reactions. Predict the reaction yield, written as a fraction of the theoretical maximum amount of product (1.0 means a 100% yield; for example, 0.34 means a 34% yield). (1) The reactants are [CH3:1][C:2]1[C:10]2[C:5](=[CH:6][C:7]([N+:11]([O-:13])=[O:12])=[CH:8][CH:9]=2)[NH:4][N:3]=1.F[B-](F)(F)F.[CH3:19][O+](C)C. The catalyst is CC(C)=O. The product is [CH3:19][N:3]1[C:2]([CH3:1])=[C:10]2[C:5]([CH:6]=[C:7]([N+:11]([O-:13])=[O:12])[CH:8]=[CH:9]2)=[N:4]1. The yield is 0.730. (2) The reactants are [Si:1]([O:8][CH2:9][C@@H:10]([N:14]([CH2:22][C:23](N(OC)C)=[O:24])[C:15](=[O:21])[O:16][C:17]([CH3:20])([CH3:19])[CH3:18])[C:11]([CH3:13])=[CH2:12])([C:4]([CH3:7])([CH3:6])[CH3:5])([CH3:3])[CH3:2].[Si](OC[C@@H](N(CC(=O)C(C)=C)C(=O)OC(C)(C)C)C=C)([C:32](C)([CH3:34])[CH3:33])(C)C.C([Mg]Br)=CC(=C)C. No catalyst specified. The product is [Si:1]([O:8][CH2:9][C@@H:10]([N:14]([CH2:22][C:23](=[O:24])[C:32]([CH3:34])=[CH2:33])[C:15](=[O:21])[O:16][C:17]([CH3:19])([CH3:20])[CH3:18])[C:11]([CH3:13])=[CH2:12])([C:4]([CH3:5])([CH3:7])[CH3:6])([CH3:3])[CH3:2]. The yield is 0.920. (3) The reactants are [H-].[Na+].[Cl:3][C:4]1[C:5]([F:25])=[C:6]([CH:10]([OH:24])[C@@H:11]2[CH2:16][CH2:15][CH2:14][N:13]([C:17]([O:19][C:20]([CH3:23])([CH3:22])[CH3:21])=[O:18])[CH2:12]2)[CH:7]=[CH:8][CH:9]=1.Br[CH2:27][C:28]([O:30][CH2:31][CH3:32])=[O:29].[NH4+].[Cl-]. The catalyst is C1COCC1. The product is [Cl:3][C:4]1[C:5]([F:25])=[C:6]([CH:10]([O:24][CH2:27][C:28]([O:30][CH2:31][CH3:32])=[O:29])[C@@H:11]2[CH2:16][CH2:15][CH2:14][N:13]([C:17]([O:19][C:20]([CH3:21])([CH3:22])[CH3:23])=[O:18])[CH2:12]2)[CH:7]=[CH:8][CH:9]=1. The yield is 0.800. (4) The reactants are C(OC([NH:8][CH2:9][CH:10]([C:43]1[CH:48]=[CH:47][CH:46]=[CH:45][CH:44]=1)[O:11][C:12]1[CH:13]=[C:14]2[C:20]3([CH2:25][CH2:24][N:23](C(OC(C)(C)C)=O)[CH2:22][CH2:21]3)[CH2:19][N:18]([C:33]3[C:34]4[C@H:41]([CH3:42])[CH2:40][CH2:39][C:35]=4[N:36]=[CH:37][N:38]=3)[C:15]2=[CH:16][CH:17]=1)=O)(C)(C)C.[ClH:49]. The catalyst is C(Cl)Cl.O1CCOCC1.CCOCC. The product is [ClH:49].[ClH:49].[ClH:49].[CH3:42][C@H:41]1[C:34]2[C:33]([N:18]3[C:15]4[C:14](=[CH:13][C:12]([O:11][CH:10]([C:43]5[CH:44]=[CH:45][CH:46]=[CH:47][CH:48]=5)[CH2:9][NH2:8])=[CH:17][CH:16]=4)[C:20]4([CH2:21][CH2:22][NH:23][CH2:24][CH2:25]4)[CH2:19]3)=[N:38][CH:37]=[N:36][C:35]=2[CH2:39][CH2:40]1. The yield is 0.0500. (5) The reactants are Br[C:2]1[O:6][C:5]([C:7]([O:9][CH3:10])=[O:8])=[CH:4][CH:3]=1.C([O-])([O-])=O.[Na+].[Na+].[S:17]1[CH:21]=[CH:20][CH:19]=[C:18]1B(O)O. The catalyst is C1C=CC([P]([Pd]([P](C2C=CC=CC=2)(C2C=CC=CC=2)C2C=CC=CC=2)([P](C2C=CC=CC=2)(C2C=CC=CC=2)C2C=CC=CC=2)[P](C2C=CC=CC=2)(C2C=CC=CC=2)C2C=CC=CC=2)(C2C=CC=CC=2)C2C=CC=CC=2)=CC=1. The product is [S:17]1[CH:21]=[CH:20][CH:19]=[C:18]1[C:2]1[O:6][C:5]([C:7]([O:9][CH3:10])=[O:8])=[CH:4][CH:3]=1. The yield is 0.910. (6) The reactants are [NH2:1][C:2]1[CH:3]=[CH:4][C:5]([CH3:18])=[C:6]([NH:8][C:9](=[O:17])[CH2:10][N:11]2[CH2:16][CH2:15][O:14][CH2:13][CH2:12]2)[CH:7]=1.[C:19]1([C:25]2[S:29][C:28]([C:30](O)=[O:31])=[CH:27][CH:26]=2)[CH:24]=[CH:23][CH:22]=[CH:21][CH:20]=1.C(N(C(C)C)CC)(C)C. The catalyst is CN(C=O)C. The product is [CH3:18][C:5]1[CH:4]=[CH:3][C:2]([NH:1][C:30]([C:28]2[S:29][C:25]([C:19]3[CH:20]=[CH:21][CH:22]=[CH:23][CH:24]=3)=[CH:26][CH:27]=2)=[O:31])=[CH:7][C:6]=1[NH:8][C:9](=[O:17])[CH2:10][N:11]1[CH2:12][CH2:13][O:14][CH2:15][CH2:16]1. The yield is 0.230. (7) The reactants are [CH3:1][C:2]1[C:7]([NH2:8])=[CH:6][CH:5]=[C:4]([N:9]2[CH2:13][CH2:12][C@H:11]([N:14]3[CH2:18][CH2:17][CH2:16][C@@H:15]3[CH3:19])[CH2:10]2)[N:3]=1.[C:20](Cl)(=[O:27])[C:21]1[CH:26]=[CH:25][CH:24]=[CH:23][CH:22]=1. The catalyst is ClCCl.N1C=CC=CC=1. The product is [CH3:1][C:2]1[C:7]([NH:8][C:20](=[O:27])[C:21]2[CH:26]=[CH:25][CH:24]=[CH:23][CH:22]=2)=[CH:6][CH:5]=[C:4]([N:9]2[CH2:13][CH2:12][C@H:11]([N:14]3[CH2:18][CH2:17][CH2:16][C@@H:15]3[CH3:19])[CH2:10]2)[N:3]=1. The yield is 0.240.